From a dataset of Full USPTO retrosynthesis dataset with 1.9M reactions from patents (1976-2016). Predict the reactants needed to synthesize the given product. (1) Given the product [F:42][C:43]1[C:51]([CH2:52][C:54]2[N:58]3[N:59]=[C:60]([C:63](=[O:65])[CH3:64])[CH:61]=[CH:62][C:57]3=[N:56][CH:55]=2)=[C:50]([F:66])[CH:49]=[C:48]2[C:44]=1[CH:45]=[N:46][N:47]2[CH3:67], predict the reactants needed to synthesize it. The reactants are: ClC1C=CC2N(C(CC3C(F)=C4C(=CC=3F)N(C)N=C4)=CN=2)N=1.C([Sn](CCCC)(CCCC)C(OCC)=C)CCC.[F:42][C:43]1[C:51]([CH:52]([C:54]2[N:58]3[N:59]=[C:60]([C:63](=[O:65])[CH3:64])[CH:61]=[CH:62][C:57]3=[N:56][CH:55]=2)C)=[C:50]([F:66])[CH:49]=[C:48]2[C:44]=1[CH:45]=[N:46][N:47]2[CH3:67]. (2) The reactants are: [C:1]([O:5][C:6]([N:8]1[CH2:13][CH2:12][CH:11]([O:14][C:15]2[CH:16]=[C:17]3[C:22](=[CH:23][C:24]=2[C:25]2C=CC=C[CH:26]=2)[C:21](=[O:31])[N:20]([CH2:32][C:33]2[CH:38]=[CH:37][C:36]([O:39][CH3:40])=[CH:35][CH:34]=2)[CH:19]=[CH:18]3)[CH2:10][CH2:9]1)=[O:7])([CH3:4])([CH3:3])[CH3:2].C(C1C=C2C(C=CN(CC3C=CC(OC)=CC=3)C2=O)=CC=1F)C.C(OC(N1CCC(O)CC1)=O)(C)(C)C. Given the product [C:1]([O:5][C:6]([N:8]1[CH2:9][CH2:10][CH:11]([O:14][C:15]2[CH:16]=[C:17]3[C:22](=[CH:23][C:24]=2[CH2:25][CH3:26])[C:21](=[O:31])[N:20]([CH2:32][C:33]2[CH:38]=[CH:37][C:36]([O:39][CH3:40])=[CH:35][CH:34]=2)[CH:19]=[CH:18]3)[CH2:12][CH2:13]1)=[O:7])([CH3:4])([CH3:2])[CH3:3], predict the reactants needed to synthesize it. (3) The reactants are: C(OC(=O)[NH:7][C@@H:8]([C:10]1[O:14][N:13]=[C:12]([CH3:15])[N:11]=1)[CH3:9])(C)(C)C.Cl. Given the product [CH3:15][C:12]1[N:11]=[C:10]([C@H:8]([NH2:7])[CH3:9])[O:14][N:13]=1, predict the reactants needed to synthesize it. (4) Given the product [CH2:13]([O:12][C:10]([C:2]1[NH:1][C:9]2[C:4]([CH:3]=1)=[CH:5][CH:6]=[CH:7][C:8]=2[B:38]1[O:39][C:40]([CH3:42])([CH3:41])[C:36]([CH3:43])([CH3:35])[O:37]1)=[O:11])[CH3:14], predict the reactants needed to synthesize it. The reactants are: [NH:1]1[C:9]2[C:4](=[CH:5][CH:6]=[CH:7][CH:8]=2)[CH:3]=[C:2]1[C:10]([O:12][CH2:13][CH3:14])=[O:11].C(C1C=CC(C2C=CC(C(C)(C)C)=CN=2)=NC=1)(C)(C)C.[CH3:35][C:36]1([CH3:43])[C:40]([CH3:42])([CH3:41])[O:39][BH:38][O:37]1. (5) Given the product [CH3:1][O:2][CH:3]([O:11][CH3:12])[C:4]1[S:5][CH:6]=[C:7]([CH2:9][CH3:10])[CH:8]=1, predict the reactants needed to synthesize it. The reactants are: [CH3:1][O:2][CH:3]([O:11][CH3:12])[C:4]1[S:5][CH:6]=[C:7]([C:9]#[CH:10])[CH:8]=1.C(OC)(OC)OC. (6) Given the product [CH:1]1([NH:4][C:5](=[O:40])[C:6](=[O:39])[C@@H:7]([NH:11][C:12](=[O:38])[C@@H:13]([NH:25][C@@H:26]([C:31]2[CH:36]=[CH:35][C:34]([F:37])=[CH:33][CH:32]=2)[C:27]([F:28])([F:29])[F:30])[CH2:14][S:15]([CH2:18][C:19]2[CH:20]=[N:21][CH:22]=[CH:23][CH:24]=2)(=[O:16])=[O:17])[CH2:8][CH2:9][CH3:10])[CH2:3][CH2:2]1, predict the reactants needed to synthesize it. The reactants are: [CH:1]1([NH:4][C:5](=[O:40])[CH:6]([OH:39])[C@@H:7]([NH:11][C:12](=[O:38])[C@@H:13]([NH:25][C@@H:26]([C:31]2[CH:36]=[CH:35][C:34]([F:37])=[CH:33][CH:32]=2)[C:27]([F:30])([F:29])[F:28])[CH2:14][S:15]([CH2:18][C:19]2[CH:20]=[N:21][CH:22]=[CH:23][CH:24]=2)(=[O:17])=[O:16])[CH2:8][CH2:9][CH3:10])[CH2:3][CH2:2]1.[O-]S([O-])(=S)=O.[Na+].[Na+].